Dataset: Forward reaction prediction with 1.9M reactions from USPTO patents (1976-2016). Task: Predict the product of the given reaction. (1) The product is: [C:4]([O:3][C:1](=[O:2])[NH:8][CH2:9][C:10](=[O:12])[NH:44][CH2:45][C:46]1[CH:51]=[CH:50][C:49]([N:52]2[C:56]([NH:57][C:58]([NH:60][C:61]3[CH:66]=[CH:65][C:64]([O:67][C:68]4[CH:69]=[CH:70][N:71]=[CH:72][CH:73]=4)=[CH:63][CH:62]=3)=[O:59])=[CH:55][C:54]([C:74]([CH3:77])([CH3:76])[CH3:75])=[N:53]2)=[CH:48][CH:47]=1)([CH3:5])([CH3:6])[CH3:7]. Given the reactants [C:1]([NH:8][CH2:9][C:10]([OH:12])=O)([O:3][C:4]([CH3:7])([CH3:6])[CH3:5])=[O:2].CCN=C=NCCCN(C)C.Cl.C1C=CC2N(O)N=NC=2C=1.C(N(CC)C(C)C)(C)C.[NH2:44][CH2:45][C:46]1[CH:51]=[CH:50][C:49]([N:52]2[C:56]([NH:57][C:58]([NH:60][C:61]3[CH:66]=[CH:65][C:64]([O:67][C:68]4[CH:73]=[CH:72][N:71]=[CH:70][CH:69]=4)=[CH:63][CH:62]=3)=[O:59])=[CH:55][C:54]([C:74]([CH3:77])([CH3:76])[CH3:75])=[N:53]2)=[CH:48][CH:47]=1, predict the reaction product. (2) Given the reactants [CH2:1]([CH:3]([CH2:10][CH2:11][CH2:12][CH3:13])[CH2:4][C:5]1[CH:9]=[CH:8][S:7][CH:6]=1)[CH3:2].[Br:14]N1C(=O)CCC1=O, predict the reaction product. The product is: [Br:14][C:6]1[S:7][CH:8]=[CH:9][C:5]=1[CH2:4][CH:3]([CH2:1][CH3:2])[CH2:10][CH2:11][CH2:12][CH3:13]. (3) The product is: [CH3:1][S:2]([CH2:5][C:6]1[CH:15]=[CH:14][C:9]([C:10]([OH:12])=[O:11])=[CH:8][CH:7]=1)(=[O:3])=[O:4]. Given the reactants [CH3:1][S:2]([CH2:5][C:6]1[CH:15]=[CH:14][C:9]([C:10]([O:12]C)=[O:11])=[CH:8][CH:7]=1)(=[O:4])=[O:3], predict the reaction product. (4) Given the reactants Cl[C:2]1[N:3]=[CH:4][CH:5]=[C:6]2[C:11](=[O:12])[C:10]([C:13]3[CH:18]=[CH:17][C:16]([C:19]4([NH:23][C:24](=[O:30])[O:25][C:26]([CH3:29])([CH3:28])[CH3:27])[CH2:22][CH2:21][CH2:20]4)=[CH:15][CH:14]=3)=[C:9]([C:31]3[CH:36]=[CH:35][CH:34]=[CH:33][CH:32]=3)[O:8][C:7]=12.[CH3:37]B(O)O.C(=O)([O-])[O-].[K+].[K+], predict the reaction product. The product is: [CH3:37][C:2]1[N:3]=[CH:4][CH:5]=[C:6]2[C:11](=[O:12])[C:10]([C:13]3[CH:18]=[CH:17][C:16]([C:19]4([NH:23][C:24](=[O:30])[O:25][C:26]([CH3:29])([CH3:27])[CH3:28])[CH2:20][CH2:21][CH2:22]4)=[CH:15][CH:14]=3)=[C:9]([C:31]3[CH:36]=[CH:35][CH:34]=[CH:33][CH:32]=3)[O:8][C:7]=12. (5) Given the reactants Cl[C:2]1[C:7]([N+:8]([O-:10])=[O:9])=[CH:6][CH:5]=[C:4]([O:11][CH3:12])[N:3]=1.[NH2:13][CH2:14][CH:15]([OH:18])[CH2:16][OH:17], predict the reaction product. The product is: [CH3:12][O:11][C:4]1[N:3]=[C:2]([NH:13][CH2:14][CH:15]([OH:18])[CH2:16][OH:17])[C:7]([N+:8]([O-:10])=[O:9])=[CH:6][CH:5]=1.